Dataset: Forward reaction prediction with 1.9M reactions from USPTO patents (1976-2016). Task: Predict the product of the given reaction. (1) Given the reactants C(OC(=O)[N:7]([CH:9]1[CH2:14][CH2:13][CH:12]([NH:15][CH2:16][C:17]2[CH:22]=[C:21]([C:23]3[CH:24]=[N:25][C:26]([F:29])=[CH:27][CH:28]=3)[CH:20]=[CH:19][C:18]=2[O:30][CH3:31])[CH2:11][CH2:10]1)[CH3:8])(C)(C)C.[Cl:33][C:34]1[C:35]2[C:45]([F:46])=[CH:44][CH:43]=[C:42]([F:47])[C:36]=2[S:37][C:38]=1[C:39](Cl)=[O:40], predict the reaction product. The product is: [F:29][C:26]1[N:25]=[CH:24][C:23]([C:21]2[CH:20]=[CH:19][C:18]([O:30][CH3:31])=[C:17]([CH:22]=2)[CH2:16][N:15]([CH:12]2[CH2:11][CH2:10][CH:9]([NH:7][CH3:8])[CH2:14][CH2:13]2)[C:39]([C:38]2[S:37][C:36]3[C:42]([F:47])=[CH:43][CH:44]=[C:45]([F:46])[C:35]=3[C:34]=2[Cl:33])=[O:40])=[CH:28][CH:27]=1. (2) Given the reactants [NH2:1][C:2]1[CH:34]=[CH:33][C:5]([C:6]([NH:8][C:9]23[CH2:15][C:13]([NH:16][C:17]4[N:22]=[C:21]([C:23]5[C:31]6[C:26](=[CH:27][CH:28]=[CH:29][CH:30]=6)[NH:25][CH:24]=5)[C:20]([Cl:32])=[CH:19][N:18]=4)([CH2:14]2)[CH2:12][CH2:11][CH2:10]3)=[O:7])=[CH:4][CH:3]=1.C[CH2:36][N:37]([CH:41]([CH3:43])C)[CH:38](C)C.BrC/C=[CH:47]/[C:48](Cl)=[O:49].C(Cl)Cl.CNC.C1COCC1, predict the reaction product. The product is: [Cl:32][C:20]1[C:21]([C:23]2[C:31]3[C:26](=[CH:27][CH:28]=[CH:29][CH:30]=3)[NH:25][CH:24]=2)=[N:22][C:17]([NH:16][C:13]23[CH2:14][C:9]([NH:8][C:6](=[O:7])[C:5]4[CH:33]=[CH:34][C:2]([NH:1][C:48](=[O:49])/[CH:47]=[CH:43]/[CH2:41][N:37]([CH3:36])[CH3:38])=[CH:3][CH:4]=4)([CH2:15]2)[CH2:10][CH2:11][CH2:12]3)=[N:18][CH:19]=1.